From a dataset of Full USPTO retrosynthesis dataset with 1.9M reactions from patents (1976-2016). Predict the reactants needed to synthesize the given product. (1) The reactants are: [Br:1][C:2]1[CH:15]=[C:14]2[C:5]([O:6][CH:7]3[CH:12]([C:13]42[C:19](=[O:20])[N:18]([CH3:21])[C:17](=S)[NH:16]4)[CH2:11][CH2:10][CH2:9][CH2:8]3)=[CH:4][CH:3]=1.[NH3:23].C(OO)(C)(C)C. Given the product [NH2:23][C:17]1[N:18]([CH3:21])[C:19](=[O:20])[C:13]2([N:16]=1)[CH:12]1[CH:7]([CH2:8][CH2:9][CH2:10][CH2:11]1)[O:6][C:5]1[C:14]2=[CH:15][C:2]([Br:1])=[CH:3][CH:4]=1, predict the reactants needed to synthesize it. (2) The reactants are: [C:1]1([Mg])[CH:6]=[CH:5][CH:4]=[CH:3][CH:2]=1.C(OCC)C.CN(OC)[C:15]([C@@H:17]1[CH2:21][C:20](=[O:22])[N:19]([C@@H:23]([C:25]2[CH:30]=[CH:29][CH:28]=[CH:27][CH:26]=2)[CH3:24])[CH2:18]1)=[O:16].Cl. Given the product [C:1]1([C:15]([C@H:17]2[CH2:18][N:19]([C@@H:23]([C:25]3[CH:30]=[CH:29][CH:28]=[CH:27][CH:26]=3)[CH3:24])[C:20](=[O:22])[CH2:21]2)=[O:16])[CH:6]=[CH:5][CH:4]=[CH:3][CH:2]=1, predict the reactants needed to synthesize it. (3) Given the product [C:1]([O:5][C:6]([N:8]1[CH2:13][CH2:12][N:11]([CH2:14][C:15]2[CH:20]=[C:19]([NH2:21])[C:18]([C:22]([OH:24])=[O:23])=[CH:17][C:16]=2[O:27][C:28]([F:30])([F:31])[F:29])[CH2:10][CH2:9]1)=[O:7])([CH3:4])([CH3:2])[CH3:3], predict the reactants needed to synthesize it. The reactants are: [C:1]([O:5][C:6]([N:8]1[CH2:13][CH2:12][N:11]([CH2:14][C:15]2[CH:20]=[C:19]([NH2:21])[C:18]([C:22]([O:24]CC)=[O:23])=[CH:17][C:16]=2[O:27][C:28]([F:31])([F:30])[F:29])[CH2:10][CH2:9]1)=[O:7])([CH3:4])([CH3:3])[CH3:2].NC1C(Cl)=C(C=O)C(C(F)(F)F)=CC=1C(O)=O.